Dataset: Forward reaction prediction with 1.9M reactions from USPTO patents (1976-2016). Task: Predict the product of the given reaction. (1) Given the reactants Br[C:2]1[CH:7]=[CH:6][C:5]([CH3:8])=[CH:4][C:3]=1[N+:9]([O-:11])=[O:10].[C:12]([OH:21])(=[O:20])[C:13]1[C:14](=[CH:16][CH:17]=[CH:18][CH:19]=1)[SH:15].C([O-])([O-])=O.[K+].[K+], predict the reaction product. The product is: [CH3:8][C:5]1[CH:6]=[CH:7][C:2]([S:15][C:14]2[CH:16]=[CH:17][CH:18]=[CH:19][C:13]=2[C:12]([OH:21])=[O:20])=[C:3]([N+:9]([O-:11])=[O:10])[CH:4]=1. (2) Given the reactants [C:1]([O:5][C:6](=[O:23])[CH:7]([NH:11][S:12]([C:15]1[CH:20]=[CH:19][C:18]([O:21][CH3:22])=[CH:17][CH:16]=1)(=[O:14])=[O:13])[CH:8]([CH3:10])[CH3:9])([CH3:4])([CH3:3])[CH3:2].C(=O)([O-])[O-].[Cs+].[Cs+].Br[CH2:31][C:32]1[CH:41]=[CH:40][C:35]([C:36]([O:38][CH3:39])=[O:37])=[CH:34][CH:33]=1.CCOC(C)=O.CCCCCC, predict the reaction product. The product is: [CH3:39][O:38][C:36](=[O:37])[C:35]1[CH:40]=[CH:41][C:32]([CH2:31][N:11]([CH:7]([C:6]([O:5][C:1]([CH3:2])([CH3:3])[CH3:4])=[O:23])[CH:8]([CH3:10])[CH3:9])[S:12]([C:15]2[CH:20]=[CH:19][C:18]([O:21][CH3:22])=[CH:17][CH:16]=2)(=[O:14])=[O:13])=[CH:33][CH:34]=1.